Dataset: Reaction yield outcomes from USPTO patents with 853,638 reactions. Task: Predict the reaction yield, written as a fraction of the theoretical maximum amount of product (1.0 means a 100% yield; for example, 0.34 means a 34% yield). (1) The reactants are [CH3:1][O:2][C:3]1[CH:8]=[CH:7][C:6]([C:9]2[N:10]=[C:11]([NH2:15])[S:12][C:13]=2[CH3:14])=[CH:5][CH:4]=1.[N:16]1([C:21](N2C=CN=C2)=[S:22])[CH:20]=[CH:19][N:18]=[CH:17]1. The catalyst is C(#N)C. The product is [CH3:1][O:2][C:3]1[CH:4]=[CH:5][C:6]([C:9]2[N:10]=[C:11]([NH:15][C:21]([N:16]3[CH:20]=[CH:19][N:18]=[CH:17]3)=[S:22])[S:12][C:13]=2[CH3:14])=[CH:7][CH:8]=1. The yield is 0.870. (2) The reactants are [Br:1][C:2]1[CH:7]=[CH:6][C:5]([S:8]([C:11]2[CH:20]=[CH:19][CH:18]=[CH:17][C:12]=2[C:13]([O:15][CH3:16])=O)(=[O:10])=[O:9])=[CH:4][CH:3]=1.O.[NH2:22][NH2:23]. No catalyst specified. The product is [Br:1][C:2]1[CH:7]=[CH:6][C:5]([S:8]([C:11]2[CH:20]=[CH:19][CH:18]=[CH:17][C:12]=2[C:13]2[O:15][CH:16]=[N:22][N:23]=2)(=[O:10])=[O:9])=[CH:4][CH:3]=1. The yield is 0.350. (3) The reactants are CCN(C(C)C)C(C)C.[F:10][CH:11]1[CH2:16][CH2:15][CH2:14][NH:13][CH2:12]1.Cl[CH2:18][C:19]([C:21]1[C:29]2[C:24](=[N:25][CH:26]=[C:27]([NH:30][C:31](=[O:47])[C:32]3[C:37]([F:38])=[CH:36][CH:35]=[C:34]([NH:39][S:40]([CH2:43][CH2:44][CH3:45])(=[O:42])=[O:41])[C:33]=3[F:46])[CH:28]=2)[NH:23][CH:22]=1)=[O:20]. The catalyst is CCO. The product is [F:46][C:33]1[C:34]([NH:39][S:40]([CH2:43][CH2:44][CH3:45])(=[O:41])=[O:42])=[CH:35][CH:36]=[C:37]([F:38])[C:32]=1[C:31]([NH:30][C:27]1[CH:28]=[C:29]2[C:21]([C:19](=[O:20])[CH2:18][N:13]3[CH2:14][CH2:15][CH2:16][CH:11]([F:10])[CH2:12]3)=[CH:22][NH:23][C:24]2=[N:25][CH:26]=1)=[O:47]. The yield is 0.526. (4) The reactants are [CH2:1]([O:8][C:9]1[C:14]([F:15])=[CH:13][C:12]([CH:16]([C:18]2[C:26]3[C:21](=[N:22][CH:23]=[CH:24][CH:25]=3)[N:20]([Si](C(C)C)(C(C)C)C(C)C)[CH:19]=2)[OH:17])=[C:11]([F:37])[CH:10]=1)[C:2]1[CH:7]=[CH:6][CH:5]=[CH:4][CH:3]=1.[F-].C([N+](CCCC)(CCCC)CCCC)CCC. The catalyst is O1CCCC1. The product is [CH2:1]([O:8][C:9]1[C:14]([F:15])=[CH:13][C:12]([CH:16]([C:18]2[C:26]3[C:21](=[N:22][CH:23]=[CH:24][CH:25]=3)[NH:20][CH:19]=2)[OH:17])=[C:11]([F:37])[CH:10]=1)[C:2]1[CH:7]=[CH:6][CH:5]=[CH:4][CH:3]=1. The yield is 0.840. (5) The reactants are [Cl:1][C:2]1[CH:10]=[CH:9][C:5]([C:6](O)=[O:7])=[CH:4][N:3]=1.Cl.[CH3:12]OCN.C(Cl)CCl.C1C=C[C:23]2[N:28]([OH:29])N=NC=2C=1. The catalyst is C(#N)C. The product is [Cl:1][C:2]1[CH:10]=[CH:9][C:5]([C:6]([N:28]([O:29][CH3:12])[CH3:23])=[O:7])=[CH:4][N:3]=1. The yield is 0.930. (6) The product is [Cl:12][C:13]1[CH:20]=[CH:19][C:16](/[C:17](/[NH2:18])=[CH:6]/[C:7]2[S:8][CH:9]=[CH:10][N:11]=2)=[CH:15][CH:14]=1. The catalyst is C1COCC1. The yield is 0.310. The reactants are [Li+].CCC[CH2-].[CH3:6][C:7]1[S:8][CH:9]=[CH:10][N:11]=1.[Cl:12][C:13]1[CH:20]=[CH:19][C:16]([C:17]#[N:18])=[CH:15][CH:14]=1.